Dataset: Forward reaction prediction with 1.9M reactions from USPTO patents (1976-2016). Task: Predict the product of the given reaction. (1) Given the reactants [Cl:1][C:2]1[CH:3]=[C:4]([F:33])[C:5]2[N:11]3[CH:12]=[CH:13][CH:14]=[C:10]3[C@@H:9]([CH2:15][CH2:16][CH2:17]S([O-])(=O)=O)[O:8][C@H:7]([C:22]3[CH:27]=[CH:26][CH:25]=[C:24]([O:28][CH3:29])[C:23]=3[O:30][CH3:31])[C:6]=2[CH:32]=1.[C-]#[N:35].[Na+].O, predict the reaction product. The product is: [Cl:1][C:2]1[CH:3]=[C:4]([F:33])[C:5]2[N:11]3[CH:12]=[CH:13][CH:14]=[C:10]3[C@@H:9]([CH2:15][CH2:16][C:17]#[N:35])[O:8][C@H:7]([C:22]3[CH:27]=[CH:26][CH:25]=[C:24]([O:28][CH3:29])[C:23]=3[O:30][CH3:31])[C:6]=2[CH:32]=1. (2) The product is: [CH3:11][N:12]1[CH2:13][CH2:14][N:15]=[C:6]1[C:5]1[CH:8]=[CH:9][C:2]([NH2:1])=[CH:3][CH:4]=1. Given the reactants [NH2:1][C:2]1[CH:9]=[CH:8][C:5]([C:6]#N)=[CH:4][CH:3]=1.Cl.[CH3:11][NH:12][CH2:13][CH2:14][NH2:15], predict the reaction product.